From a dataset of Forward reaction prediction with 1.9M reactions from USPTO patents (1976-2016). Predict the product of the given reaction. (1) Given the reactants [CH:1]1([C:4]2[C:12]([N+:13]([O-:15])=[O:14])=[CH:11][C:10]3[C:6](=[CH:7][N:8]([C:16]4[CH:21]=[CH:20][C:19]([CH3:22])=[CH:18][N:17]=4)[N:9]=3)[CH:5]=2)[CH2:3][CH2:2]1.[Br:23]N1C(=O)CCC1=O, predict the reaction product. The product is: [Br:23][C:7]1[N:8]([C:16]2[CH:21]=[CH:20][C:19]([CH3:22])=[CH:18][N:17]=2)[N:9]=[C:10]2[C:6]=1[CH:5]=[C:4]([CH:1]1[CH2:3][CH2:2]1)[C:12]([N+:13]([O-:15])=[O:14])=[CH:11]2. (2) The product is: [Cl:21][CH2:20][CH2:19][CH2:18][CH:8]([C:4]1[CH:5]=[CH:6][CH:7]=[C:2]([F:1])[CH:3]=1)[C:9]([OH:11])=[O:10]. Given the reactants [F:1][C:2]1[CH:3]=[C:4]([CH2:8][C:9]([OH:11])=[O:10])[CH:5]=[CH:6][CH:7]=1.C([Li])CCC.Br[CH2:18][CH2:19][CH2:20][Cl:21].Cl, predict the reaction product.